Dataset: Full USPTO retrosynthesis dataset with 1.9M reactions from patents (1976-2016). Task: Predict the reactants needed to synthesize the given product. (1) Given the product [Br:21][C:22]1[CH:27]=[CH:26][C:25]([Cl:28])=[CH:24][C:23]=1[CH2:29][C:14]([CH3:20])([CH3:13])[C:15]([O:17][CH2:18][CH3:19])=[O:16], predict the reactants needed to synthesize it. The reactants are: C(NC(C)C)(C)C.C([Li])CCC.[CH3:13][CH:14]([CH3:20])[C:15]([O:17][CH2:18][CH3:19])=[O:16].[Br:21][C:22]1[CH:27]=[CH:26][C:25]([Cl:28])=[CH:24][C:23]=1[CH2:29]Br. (2) Given the product [C:17]([C:14]1[CH:15]=[C:16]2[C:11](=[CH:12][C:13]=1[O:19][CH3:20])[N:10]=[CH:9][CH:8]=[C:7]2[O:6][C:5]1[CH:21]=[CH:22][C:2]([NH:1][C:32]([NH:31][C:25]2[CH:26]=[CH:27][C:28]([F:30])=[CH:29][C:24]=2[F:23])=[O:33])=[CH:3][CH:4]=1)#[N:18], predict the reactants needed to synthesize it. The reactants are: [NH2:1][C:2]1[CH:22]=[CH:21][C:5]([O:6][C:7]2[C:16]3[C:11](=[CH:12][C:13]([O:19][CH3:20])=[C:14]([C:17]#[N:18])[CH:15]=3)[N:10]=[CH:9][CH:8]=2)=[CH:4][CH:3]=1.[F:23][C:24]1[CH:29]=[C:28]([F:30])[CH:27]=[CH:26][C:25]=1[N:31]=[C:32]=[O:33].